From a dataset of Peptide-MHC class I binding affinity with 185,985 pairs from IEDB/IMGT. Regression. Given a peptide amino acid sequence and an MHC pseudo amino acid sequence, predict their binding affinity value. This is MHC class I binding data. (1) The peptide sequence is GEENFSSRMY. The MHC is HLA-B40:02 with pseudo-sequence HLA-B40:02. The binding affinity (normalized) is 0.116. (2) The peptide sequence is ISVQPLWEW. The MHC is HLA-A31:01 with pseudo-sequence HLA-A31:01. The binding affinity (normalized) is 0.0847. (3) The peptide sequence is VPAWLPLGI. The MHC is HLA-A31:01 with pseudo-sequence HLA-A31:01. The binding affinity (normalized) is 0.0847. (4) The peptide sequence is ATADLELAY. The MHC is HLA-B08:02 with pseudo-sequence HLA-B08:02. The binding affinity (normalized) is 0.0847. (5) The binding affinity (normalized) is 0. The peptide sequence is TSWPLQCPLD. The MHC is H-2-Db with pseudo-sequence H-2-Db.